Regression. Given two drug SMILES strings and cell line genomic features, predict the synergy score measuring deviation from expected non-interaction effect. From a dataset of NCI-60 drug combinations with 297,098 pairs across 59 cell lines. (1) Drug 1: C1C(C(OC1N2C=NC3=C(N=C(N=C32)Cl)N)CO)O. Drug 2: C(CCl)NC(=O)N(CCCl)N=O. Cell line: T-47D. Synergy scores: CSS=30.1, Synergy_ZIP=-3.09, Synergy_Bliss=1.96, Synergy_Loewe=-35.3, Synergy_HSA=2.98. (2) Drug 1: CC1=C2C(C(=O)C3(C(CC4C(C3C(C(C2(C)C)(CC1OC(=O)C(C(C5=CC=CC=C5)NC(=O)OC(C)(C)C)O)O)OC(=O)C6=CC=CC=C6)(CO4)OC(=O)C)OC)C)OC. Drug 2: CN(C)N=NC1=C(NC=N1)C(=O)N. Cell line: SNB-19. Synergy scores: CSS=49.8, Synergy_ZIP=8.45, Synergy_Bliss=9.19, Synergy_Loewe=-22.1, Synergy_HSA=8.22. (3) Drug 1: CCN(CC)CCCC(C)NC1=C2C=C(C=CC2=NC3=C1C=CC(=C3)Cl)OC. Drug 2: C1CCC(C(C1)N)N.C(=O)(C(=O)[O-])[O-].[Pt+4]. Cell line: OVCAR-8. Synergy scores: CSS=34.4, Synergy_ZIP=-3.06, Synergy_Bliss=0.460, Synergy_Loewe=-2.55, Synergy_HSA=2.21. (4) Drug 1: CN1C2=C(C=C(C=C2)N(CCCl)CCCl)N=C1CCCC(=O)O.Cl. Drug 2: C1=NNC2=C1C(=O)NC=N2. Cell line: MCF7. Synergy scores: CSS=0.975, Synergy_ZIP=-0.866, Synergy_Bliss=-1.75, Synergy_Loewe=-1.36, Synergy_HSA=-1.25.